Dataset: Reaction yield outcomes from USPTO patents with 853,638 reactions. Task: Predict the reaction yield, written as a fraction of the theoretical maximum amount of product (1.0 means a 100% yield; for example, 0.34 means a 34% yield). (1) The reactants are [O:1]1[CH2:6][CH2:5][N:4]([C:7]2[CH:12]=[CH:11][C:10]([NH:13][C:14]3[N:19]=[C:18]([C:20]4[CH:28]=[CH:27][C:23]([C:24]([OH:26])=O)=[CH:22][CH:21]=4)[CH:17]=[CH:16][N:15]=3)=[CH:9][CH:8]=2)[CH2:3][CH2:2]1.Cl.C(N=C=NCCCN(C)C)C.O[N:42]1[CH:46]=[C:45](CCCC2C=CC=CC=2)[N:44]=N1.C(N(CC)CC)C.Cl.NCC#N.C(=O)(O)[O-]. The catalyst is O.CN(C)C=O. The product is [C:46]([CH2:45][NH:44][C:24](=[O:26])[C:23]1[CH:22]=[CH:21][C:20]([C:18]2[CH:17]=[CH:16][N:15]=[C:14]([NH:13][C:10]3[CH:11]=[CH:12][C:7]([N:4]4[CH2:3][CH2:2][O:1][CH2:6][CH2:5]4)=[CH:8][CH:9]=3)[N:19]=2)=[CH:28][CH:27]=1)#[N:42]. The yield is 0.240. (2) The reactants are FC(F)(F)C(O)=O.[NH2:8][CH2:9][CH2:10][O:11][C:12]1[CH:13]=[CH:14][C:15]2[C:27](=[O:28])[C:26]3[C:25]4[C:20](=[CH:21][C:22]([C:29]#[N:30])=[CH:23][CH:24]=4)[NH:19][C:18]=3[C:17]([CH3:32])([CH3:31])[C:16]=2[CH:33]=1.C(N(C(C)C)CC)(C)C.[CH3:43][S:44](Cl)(=[O:46])=[O:45]. The catalyst is ClCCl.O. The product is [C:29]([C:22]1[CH:21]=[C:20]2[C:25]([C:26]3[C:27](=[O:28])[C:15]4[CH:14]=[CH:13][C:12]([O:11][CH2:10][CH2:9][NH:8][S:44]([CH3:43])(=[O:46])=[O:45])=[CH:33][C:16]=4[C:17]([CH3:31])([CH3:32])[C:18]=3[NH:19]2)=[CH:24][CH:23]=1)#[N:30]. The yield is 0.290. (3) The reactants are [C:1]([O:5][C:6](=[O:43])[NH:7][C:8]([N:17]1[CH2:21][CH2:20][C@H:19]([O:22][NH:23][C:24]([C@@H:26]2[CH2:32][CH2:31][C@@H:30]3[CH2:33][N:27]2[C:28](=[O:42])[N:29]3[O:34]CC2C=CC=CC=2)=[O:25])[CH2:18]1)=[N:9][C:10](=[O:16])[O:11][C:12]([CH3:15])([CH3:14])[CH3:13])([CH3:4])([CH3:3])[CH3:2]. The catalyst is CO.[Pd]. The product is [C:12]([O:11][C:10](=[O:16])[NH:9][C:8]([N:17]1[CH2:21][CH2:20][C@H:19]([O:22][NH:23][C:24]([C@@H:26]2[CH2:32][CH2:31][C@@H:30]3[CH2:33][N:27]2[C:28](=[O:42])[N:29]3[OH:34])=[O:25])[CH2:18]1)=[N:7][C:6](=[O:43])[O:5][C:1]([CH3:4])([CH3:3])[CH3:2])([CH3:13])([CH3:14])[CH3:15]. The yield is 0.970.